Task: Predict the reaction yield, written as a fraction of the theoretical maximum amount of product (1.0 means a 100% yield; for example, 0.34 means a 34% yield).. Dataset: Reaction yield outcomes from USPTO patents with 853,638 reactions (1) The product is [NH2:13][C:14]1[CH:22]=[CH:21][C:20]([Cl:23])=[CH:19][C:15]=1[C:16]([C:2]1[CH:7]=[CH:6][CH:5]=[CH:4][N:3]=1)=[O:17]. The reactants are Br[C:2]1[CH:7]=[CH:6][CH:5]=[CH:4][N:3]=1.C([Li])CCC.[NH2:13][C:14]1[CH:22]=[CH:21][C:20]([Cl:23])=[CH:19][C:15]=1[C:16](O)=[O:17]. The yield is 0.760. The catalyst is O1CCCC1. (2) The reactants are [O-]CC.[Na+].[Cl:5][C:6]1[CH:7]=[C:8]([NH:20][C:21]2[C:30]3[C:25](=[CH:26][CH:27]=[CH:28][C:29]=3F)[N:24]=[CH:23][N:22]=2)[CH:9]=[CH:10][C:11]=1[O:12][CH2:13][C:14]1[CH:19]=[CH:18][CH:17]=[CH:16][N:15]=1.[C:32]([O:36][CH2:37][CH3:38])(=[O:35])[CH2:33][OH:34]. No catalyst specified. The product is [CH2:37]([O:36][C:32](=[O:35])[CH2:33][O:34][C:29]1[CH:28]=[CH:27][CH:26]=[C:25]2[C:30]=1[C:21]([NH:20][C:8]1[CH:9]=[CH:10][C:11]([O:12][CH2:13][C:14]3[CH:19]=[CH:18][CH:17]=[CH:16][N:15]=3)=[C:6]([Cl:5])[CH:7]=1)=[N:22][CH:23]=[N:24]2)[CH3:38]. The yield is 0.810. (3) The reactants are [NH2:1][C:2]1([CH2:20][CH2:21][OH:22])[C:15]2[CH:14]=[C:13]([O:16][CH3:17])[CH:12]=[C:11]([F:18])[C:10]=2[O:9][C:8]2[C:3]1=[CH:4][C:5]([Br:19])=[CH:6][CH:7]=2.[N+:23]([C:26]1[CH:36]=[CH:35][C:29]([C:30]([N:32]=[C:33]=S)=[O:31])=[CH:28][CH:27]=1)([O-:25])=[O:24].C(Cl)CCl.O. The catalyst is C1COCC1. The product is [Br:19][C:5]1[CH:4]=[C:3]2[C:8]([O:9][C:10]3[C:11]([F:18])=[CH:12][C:13]([O:16][CH3:17])=[CH:14][C:15]=3[C:2]32[CH2:20][CH2:21][O:22][C:33]([NH:32][C:30](=[O:31])[C:29]2[CH:28]=[CH:27][C:26]([N+:23]([O-:25])=[O:24])=[CH:36][CH:35]=2)=[N:1]3)=[CH:7][CH:6]=1. The yield is 0.568.